This data is from Reaction yield outcomes from USPTO patents with 853,638 reactions. The task is: Predict the reaction yield, written as a fraction of the theoretical maximum amount of product (1.0 means a 100% yield; for example, 0.34 means a 34% yield). The product is [CH:1]([N:4]1[CH2:5][CH2:6][N:7]([C:10]2[CH:11]=[CH:12][C:13]([NH:16][C:17]3[C:18]4[N:19]([N:34]=[CH:35][N:36]=4)[C:20]([C:23]4[CH:28]=[CH:27][N:26]=[C:25]([CH2:29][OH:30])[CH:24]=4)=[CH:21][N:22]=3)=[CH:14][CH:15]=2)[CH2:8][CH2:9]1)([CH3:3])[CH3:2]. The yield is 0.125. The reactants are [CH:1]([N:4]1[CH2:9][CH2:8][N:7]([C:10]2[CH:15]=[CH:14][C:13]([NH:16][C:17]3[C:18]4[N:19]([N:34]=[CH:35][N:36]=4)[C:20]([C:23]4[CH:28]=[CH:27][N:26]=[C:25]([CH2:29][O:30]C(=O)C)[CH:24]=4)=[CH:21][N:22]=3)=[CH:12][CH:11]=2)[CH2:6][CH2:5]1)([CH3:3])[CH3:2].C(=O)([O-])[O-].[K+].[K+].C(O)(=O)CC(CC(O)=O)(C(O)=O)O. The catalyst is CO.